This data is from Reaction yield outcomes from USPTO patents with 853,638 reactions. The task is: Predict the reaction yield, written as a fraction of the theoretical maximum amount of product (1.0 means a 100% yield; for example, 0.34 means a 34% yield). (1) The reactants are [N:1]1[CH:6]=[CH:5][CH:4]=[CH:3][C:2]=1[C:7]1[N:11]=[C:10]([C:12]2[CH:17]=[C:16]([C:18]#[N:19])[CH:15]=[C:14](I)[CH:13]=2)[O:9][N:8]=1.C(N(CC)CC)C.[CH2:28]([OH:31])[C:29]#[CH:30]. The catalyst is CN(C)C=O.C1C=CC([P]([Pd]([P](C2C=CC=CC=2)(C2C=CC=CC=2)C2C=CC=CC=2)([P](C2C=CC=CC=2)(C2C=CC=CC=2)C2C=CC=CC=2)[P](C2C=CC=CC=2)(C2C=CC=CC=2)C2C=CC=CC=2)(C2C=CC=CC=2)C2C=CC=CC=2)=CC=1.[Cu]I. The product is [N:1]1[CH:6]=[CH:5][CH:4]=[CH:3][C:2]=1[C:7]1[N:11]=[C:10]([C:12]2[CH:17]=[C:16]([C:18]#[N:19])[CH:15]=[C:14]([C:30]#[C:29][CH2:28][OH:31])[CH:13]=2)[O:9][N:8]=1. The yield is 0.180. (2) The reactants are [Br:1][CH2:2][CH2:3][CH2:4][CH2:5][CH2:6][CH2:7][C:8]([O:10][CH2:11][CH3:12])=[O:9].[C:13]1([P:19]([C:26]2[CH:31]=[CH:30][CH:29]=[CH:28][CH:27]=2)[C:20]2[CH:25]=[CH:24][CH:23]=[CH:22][CH:21]=2)[CH:18]=[CH:17][CH:16]=[CH:15][CH:14]=1. The catalyst is C1(C)C=CC=CC=1. The product is [Br-:1].[C:8]([CH2:7][CH2:6][CH2:5][CH2:4][CH2:3][CH2:2][P+:19]([C:20]1[CH:21]=[CH:22][CH:23]=[CH:24][CH:25]=1)([C:26]1[CH:31]=[CH:30][CH:29]=[CH:28][CH:27]=1)[C:13]1[CH:14]=[CH:15][CH:16]=[CH:17][CH:18]=1)([O:10][CH2:11][CH3:12])=[O:9]. The yield is 0.870.